Dataset: Experimentally validated miRNA-target interactions with 360,000+ pairs, plus equal number of negative samples. Task: Binary Classification. Given a miRNA mature sequence and a target amino acid sequence, predict their likelihood of interaction. (1) The miRNA is hsa-miR-3651 with sequence CAUAGCCCGGUCGCUGGUACAUGA. The protein sequence of the target gene is MAAVPELLEQQEEDRSKLRSVSVDLNVDPSLQIDIPDALSERDKVKFTVHTKTTLSTFQSPEFSVTRQHEDFVWLHDTLTETTDYAGLIIPPAPTKPDFDGPREKMQKLGEGEGSMTKEEFAKMKQELEAEYLAVFKKTVSTHEVFLQRLSSHPVLSKDRNFHVFLEYDQDLSVRRKNTKEMFGGFFKSVVKSADEVLFSGVKEVDDFFEQEKNFLINYYNRIKDSCAKADKMTRSHKNVADDYIHTAACLHSLALEEPTVIKKYLLKVAELFEKLRKVEGRVSSDEDLKLTELLRYYML.... Result: 0 (no interaction). (2) The miRNA is hsa-miR-3613-3p with sequence ACAAAAAAAAAAGCCCAACCCUUC. The protein sequence of the target gene is MEGLSDVASFATKLKNTLIQYHSIEEDKWRVAKKTKDVTVWRKPSEEFNGYLYKAQGVIDDLVYSIIDHIRPGPCRLDWDSLMTSLDILENFEENCCVMRYTTAGQLWNIISPREFVDFSYTVGYKEGLLSCGISLDWDEKRPEFVRGYNHPCGWFCVPLKDNPNQSLLTGYIQTDLRGMIPQSAVDTAMASTLTNFYGDLRKAL. Result: 0 (no interaction). (3) The miRNA is mmu-miR-3069-5p with sequence UUGGCAGUCAAGAUAUUGUUUAGC. The protein sequence of the target gene is MLLAAVSLGLLLLAFLLLLRHLGWGLVAIGWFEFVQQPVHNLLMGGTKEQRILRHVQQHAKPGDPQSVLEAIDTYCSEKEWAMNVGDAKGQIMDAVIREYRPSLVLELGAYCGYSAVRMARLLPPGARLLTMEINPDYAAITQQMLDFAGLQDKVSILIGASQDLIPQLKKKYDVDTLDMVFLDHWKDRYLPDTLLLEECGLLRKGTVLLADNVIVPGTPDFLAYVRGSSSFECTHYSSYLEYMKVVDGLEKAVYQGPGSSPVKS. Result: 0 (no interaction).